From a dataset of Forward reaction prediction with 1.9M reactions from USPTO patents (1976-2016). Predict the product of the given reaction. (1) Given the reactants [NH2:1][C@@H:2]([CH3:19])[CH2:3][N:4]1[CH:8]=[CH:7][C:6]([C:9]2[CH:16]=[C:15]([F:17])[C:12]([C:13]#[N:14])=[C:11]([Cl:18])[CH:10]=2)=[N:5]1.CC[N:22]([CH:26](C)C)C(C)C.[CH:29]1[CH:34]=[C:33]2[N:35]=N[N:37](O)[C:32]2=[CH:31][CH:30]=1.[OH2:39].CCN=C=NCCCN(C)C, predict the reaction product. The product is: [Cl:18][C:11]1[CH:10]=[C:9]([C:6]2[CH:7]=[CH:8][N:4]([CH2:3][C@@H:2]([NH:1][C:34]([C:29]3[N:35]=[C:33]4[NH:22][CH:26]=[N:37][C:32]4=[CH:31][CH:30]=3)=[O:39])[CH3:19])[N:5]=2)[CH:16]=[C:15]([F:17])[C:12]=1[C:13]#[N:14]. (2) Given the reactants C(N1[CH2:13][CH2:12][CH:11]([N:14]2[C:22]3[C:17](=[CH:18][CH:19]=[CH:20][CH:21]=3)[C:16]([CH2:24][C:25]([NH:27][CH3:28])=[O:26])([CH3:23])[C:15]2=[O:29])[CH2:10][CH2:9]1)C1C=CC=CC=1.[CH3:30][NH2:31], predict the reaction product. The product is: [CH:30]1([N:31]2[CH2:9][CH2:10][CH:11]([N:14]3[C:22]4[C:17](=[CH:18][CH:19]=[CH:20][CH:21]=4)[C:16]([CH2:24][C:25]([NH:27][CH3:28])=[O:26])([CH3:23])[C:15]3=[O:29])[CH2:12][CH2:13]2)[CH2:13][CH2:12][CH2:11][CH2:10][CH2:9]1. (3) Given the reactants [CH3:1][O:2][C:3](=[O:21])[C:4]([NH:7][C:8]([C:10]1[CH:19]=[CH:18][C:17]2[C:12](=[CH:13][CH:14]=[CH:15][CH:16]=2)[C:11]=1Br)=[O:9])([CH3:6])[CH3:5], predict the reaction product. The product is: [CH3:1][O:2][C:3](=[O:21])[C:4]([CH3:6])([NH:7][C:8]([C:10]1[CH:19]=[CH:18][C:17]2[C:12](=[CH:13][CH:14]=[CH:15][CH:16]=2)[C:11]=1[C:16]#[C:15][CH2:14][CH2:13][C:12]1[CH:17]=[CH:18][CH:19]=[CH:10][CH:11]=1)=[O:9])[CH3:5]. (4) Given the reactants Br[C:2]1[CH:11]=[C:10]2[C:5]([C:6]([NH:13][CH3:14])=[N:7][C:8]([NH2:12])=[N:9]2)=[CH:4][CH:3]=1.C(O)C.C(=O)([O-])[O-].[Na+].[Na+].[C:24]1([CH3:33])[CH:29]=[CH:28][CH:27]=[CH:26][C:25]=1B(O)O, predict the reaction product. The product is: [CH3:14][NH:13][C:6]1[C:5]2[C:10](=[CH:11][C:2]([C:25]3[CH:26]=[CH:27][CH:28]=[CH:29][C:24]=3[CH3:33])=[CH:3][CH:4]=2)[N:9]=[C:8]([NH2:12])[N:7]=1. (5) Given the reactants [CH3:1][C:2]1(O)[CH2:6][CH2:5][CH2:4][CH2:3]1.[C:8]1([OH:14])[CH:13]=[CH:12][CH:11]=[CH:10][CH:9]=1.[Al+3].[Cl-].[Cl-].[Cl-].Cl, predict the reaction product. The product is: [CH3:1][C:2]1([C:11]2[CH:12]=[CH:13][C:8]([OH:14])=[CH:9][CH:10]=2)[CH2:6][CH2:5][CH2:4][CH2:3]1.